The task is: Regression. Given two drug SMILES strings and cell line genomic features, predict the synergy score measuring deviation from expected non-interaction effect.. This data is from NCI-60 drug combinations with 297,098 pairs across 59 cell lines. (1) Drug 1: CCCS(=O)(=O)NC1=C(C(=C(C=C1)F)C(=O)C2=CNC3=C2C=C(C=N3)C4=CC=C(C=C4)Cl)F. Drug 2: C(CN)CNCCSP(=O)(O)O. Cell line: SR. Synergy scores: CSS=6.30, Synergy_ZIP=-3.40, Synergy_Bliss=-5.15, Synergy_Loewe=-11.3, Synergy_HSA=-5.44. (2) Drug 1: CC12CCC(CC1=CCC3C2CCC4(C3CC=C4C5=CN=CC=C5)C)O. Drug 2: C1=NNC2=C1C(=O)NC=N2. Cell line: UACC-257. Synergy scores: CSS=0.499, Synergy_ZIP=-1.37, Synergy_Bliss=-2.41, Synergy_Loewe=-5.87, Synergy_HSA=-3.50. (3) Drug 1: CNC(=O)C1=NC=CC(=C1)OC2=CC=C(C=C2)NC(=O)NC3=CC(=C(C=C3)Cl)C(F)(F)F. Drug 2: CC1CCCC2(C(O2)CC(NC(=O)CC(C(C(=O)C(C1O)C)(C)C)O)C(=CC3=CSC(=N3)C)C)C. Cell line: HCT-15. Synergy scores: CSS=39.8, Synergy_ZIP=10.3, Synergy_Bliss=11.9, Synergy_Loewe=-32.2, Synergy_HSA=5.61. (4) Drug 1: CS(=O)(=O)C1=CC(=C(C=C1)C(=O)NC2=CC(=C(C=C2)Cl)C3=CC=CC=N3)Cl. Drug 2: COC1=C2C(=CC3=C1OC=C3)C=CC(=O)O2. Cell line: CCRF-CEM. Synergy scores: CSS=3.03, Synergy_ZIP=0.582, Synergy_Bliss=0.163, Synergy_Loewe=-3.25, Synergy_HSA=-2.91.